From a dataset of Forward reaction prediction with 1.9M reactions from USPTO patents (1976-2016). Predict the product of the given reaction. Given the reactants Br[C:2]1[CH:3]=[C:4]2[C:8](=[CH:9][CH:10]=1)[N:7]([CH:11]1[CH:16]3[CH2:17][CH2:18][N:13]([CH2:14][CH2:15]3)[CH2:12]1)[CH:6]=[CH:5]2.C(P(C(C)(C)C)C(C)(C)C)(C)(C)C.C[Si]([N-:36][Si](C)(C)C)(C)C.[Li+], predict the reaction product. The product is: [N:13]12[CH2:18][CH2:17][CH:16]([CH2:15][CH2:14]1)[CH:11]([N:7]1[C:8]3[C:4](=[CH:3][C:2]([NH2:36])=[CH:10][CH:9]=3)[CH:5]=[CH:6]1)[CH2:12]2.